This data is from Catalyst prediction with 721,799 reactions and 888 catalyst types from USPTO. The task is: Predict which catalyst facilitates the given reaction. Reactant: [CH3:1][O:2][C:3](=[O:17])[C@@H:4]1[CH2:8][C@@H:7]([OH:9])[CH2:6][N:5]1[C:10]([O:12][C:13]([CH3:16])([CH3:15])[CH3:14])=[O:11].[Br:18][C:19]1[CH:24]=[CH:23][C:22](O)=[CH:21][CH:20]=1.C1C=CC(P(C2C=CC=CC=2)C2C=CC=CC=2)=CC=1.CCOC(/N=N/C(OCC)=O)=O. Product: [CH3:1][O:2][C:3](=[O:17])[C@@H:4]1[CH2:8][C@H:7]([O:9][C:22]2[CH:23]=[CH:24][C:19]([Br:18])=[CH:20][CH:21]=2)[CH2:6][N:5]1[C:10]([O:12][C:13]([CH3:14])([CH3:16])[CH3:15])=[O:11]. The catalyst class is: 1.